Dataset: Full USPTO retrosynthesis dataset with 1.9M reactions from patents (1976-2016). Task: Predict the reactants needed to synthesize the given product. (1) Given the product [C:2]1([S:8]([C:11]2[CH:20]=[C:19]3[C:14]([CH:15]([CH2:26][NH:25][CH3:23])[CH2:16][CH2:17][O:18]3)=[CH:13][CH:12]=2)(=[O:9])=[O:10])[CH:7]=[CH:6][CH:5]=[CH:4][CH:3]=1, predict the reactants needed to synthesize it. The reactants are: Cl.[C:2]1([S:8]([C:11]2[CH:20]=[C:19]3[C:14]([CH:15](NC)[CH2:16][CH2:17][O:18]3)=[CH:13][CH:12]=2)(=[O:10])=[O:9])[CH:7]=[CH:6][CH:5]=[CH:4][CH:3]=1.[CH:23]([NH2:25])=O.[CH:26](OCCCC)=O. (2) Given the product [Br:2][C:3]1[CH:4]=[CH:5][C:6]([O:7][CH2:8][CH:9]2[CH2:10][CH2:11][N:12]([CH2:17][CH:18]([OH:19])[CH3:20])[CH2:13][CH2:14]2)=[CH:15][CH:16]=1, predict the reactants needed to synthesize it. The reactants are: Cl.[Br:2][C:3]1[CH:16]=[CH:15][C:6]([O:7][CH2:8][CH:9]2[CH2:14][CH2:13][NH:12][CH2:11][CH2:10]2)=[CH:5][CH:4]=1.[CH3:17][CH:18]1[CH2:20][O:19]1.C([O-])([O-])=O.[K+].[K+].O. (3) Given the product [S:25]1[C:29]2[CH:30]=[CH:31][CH:32]=[CH:33][C:28]=2[N:27]=[C:26]1[NH:34][C:18](=[O:19])[O:20][C:21]([CH3:22])([CH3:23])[CH3:24], predict the reactants needed to synthesize it. The reactants are: CN(C1C=CC=CN=1)C.[C:18](O[C:18]([O:20][C:21]([CH3:24])([CH3:23])[CH3:22])=[O:19])([O:20][C:21]([CH3:24])([CH3:23])[CH3:22])=[O:19].[S:25]1[C:29]2[CH:30]=[CH:31][CH:32]=[CH:33][C:28]=2[N:27]=[C:26]1[NH2:34]. (4) Given the product [CH3:26][O:25][C:2]1[CH:3]=[C:4]2[C:9](=[C:10]([NH2:12])[N:11]=1)[CH:8]=[N:7][C:6]1[CH:13]=[C:14]([O:19][CH2:20][CH2:21][O:22][CH3:23])[C:15]([O:17][CH3:18])=[CH:16][C:5]2=1, predict the reactants needed to synthesize it. The reactants are: Cl[C:2]1[CH:3]=[C:4]2[C:9](=[C:10]([NH2:12])[N:11]=1)[CH:8]=[N:7][C:6]1[CH:13]=[C:14]([O:19][CH2:20][CH2:21][O:22][CH3:23])[C:15]([O:17][CH3:18])=[CH:16][C:5]2=1.[Na].[OH2:25].[CH3:26]O. (5) Given the product [C:17]([NH:20][CH:21]([CH2:22][C:23]1[CH:24]=[CH:25][C:26]([OH:29])=[CH:27][CH:28]=1)[C:30]([NH:1][C:2]1[CH:7]=[CH:6][CH:5]=[CH:4][C:3]=1[C:8]1[NH:9][C:10]2[C:15]([CH:16]=1)=[CH:14][CH:13]=[CH:12][CH:11]=2)=[O:31])(=[O:19])[CH3:18], predict the reactants needed to synthesize it. The reactants are: [NH2:1][C:2]1[CH:7]=[CH:6][CH:5]=[CH:4][C:3]=1[C:8]1[NH:9][C:10]2[C:15]([CH:16]=1)=[CH:14][CH:13]=[CH:12][CH:11]=2.[C:17]([NH:20][C@H:21]([C:30](O)=[O:31])[CH2:22][C:23]1[CH:28]=[CH:27][C:26]([OH:29])=[CH:25][CH:24]=1)(=[O:19])[CH3:18].